This data is from Reaction yield outcomes from USPTO patents with 853,638 reactions. The task is: Predict the reaction yield, written as a fraction of the theoretical maximum amount of product (1.0 means a 100% yield; for example, 0.34 means a 34% yield). (1) The reactants are [CH3:1][C:2]([CH3:13])([CH3:12])[C@@H:3]([C:5]([O:7][C:8]([CH3:11])([CH3:10])[CH3:9])=[O:6])[NH2:4].C(N(CC)CC)C.[CH3:21][S:22](Cl)(=[O:24])=[O:23]. The catalyst is ClCCl.CN(C)C1C=CN=CC=1. The product is [CH3:1][C:2]([CH3:13])([CH3:12])[C@@H:3]([C:5]([O:7][C:8]([CH3:11])([CH3:10])[CH3:9])=[O:6])[NH:4][S:22]([CH3:21])(=[O:24])=[O:23]. The yield is 1.00. (2) The reactants are [Br:1][C:2]1[CH:3]=[C:4]([CH3:27])[C:5]([CH:8]2[CH2:13][CH:12]([S:14]([C:17]3[CH:22]=[CH:21][CH:20]=[C:19]([C:23]([F:26])([F:25])[F:24])[CH:18]=3)(=[O:16])=[O:15])[CH2:11][CH2:10][O:9]2)=[N:6][CH:7]=1.[CH3:28]C([O-])(C)C.[K+]. The catalyst is C1COCC1.CCOC(C)=O. The product is [Br:1][C:2]1[CH:3]=[C:4]([CH3:27])[C:5]([CH:8]2[CH2:13][C:12]([CH3:28])([S:14]([C:17]3[CH:22]=[CH:21][CH:20]=[C:19]([C:23]([F:26])([F:25])[F:24])[CH:18]=3)(=[O:16])=[O:15])[CH2:11][CH2:10][O:9]2)=[N:6][CH:7]=1. The yield is 0.450. (3) The reactants are [CH3:1][C:2]1[NH:3][C:4]2[CH2:5][C:6]([CH3:13])([CH3:12])[CH2:7][C:8](=[O:11])[C:9]=2[CH:10]=1.[S:14]1[CH:18]=[CH:17][CH:16]=[C:15]1[S:19]([C:22]1[CH:29]=[CH:28][CH:27]=[CH:26][C:23]=1[CH:24]=[O:25])(=[O:21])=[O:20].[OH-].[Na+]. The catalyst is FC(F)(F)CO.[Cl-].[NH4+].[Au]. The product is [OH:25][CH:24]([C:23]1[CH:26]=[CH:27][CH:28]=[CH:29][C:22]=1[S:19]([C:15]1[S:14][CH:18]=[CH:17][CH:16]=1)(=[O:21])=[O:20])[C:10]1[C:9]2[C:8](=[O:11])[CH2:7][C:6]([CH3:13])([CH3:12])[CH2:5][C:4]=2[NH:3][C:2]=1[CH3:1]. The yield is 0.590. (4) The reactants are [F:1][C:2]1[N:7]=[C:6]([C:8]([OH:10])=O)[CH:5]=[CH:4][CH:3]=1.[CH3:11][NH:12][O:13][CH3:14].CCN(CC)CC.CCCP1(OP(CCC)(=O)OP(CCC)(=O)O1)=O. The catalyst is C(Cl)Cl. The product is [CH3:14][O:13][N:12]([CH3:11])[C:8]([C:6]1[CH:5]=[CH:4][CH:3]=[C:2]([F:1])[N:7]=1)=[O:10]. The yield is 0.730. (5) The product is [CH:1]1[C:11]2[CH2:10][CH2:9][C:8]3[CH:12]=[CH:13][CH:14]=[CH:15][C:7]=3[N:6]([CH2:16][CH2:17][CH2:18][N:28]3[CH2:29][CH2:30][N:25]([CH2:24][CH2:23][CH2:22][C:20]#[N:21])[CH2:26][CH2:27]3)[C:5]=2[CH:4]=[CH:3][CH:2]=1. The catalyst is C(Cl)Cl. The reactants are [CH:1]1[C:11]2[CH2:10][CH2:9][C:8]3[CH:12]=[CH:13][CH:14]=[CH:15][C:7]=3[N:6]([CH2:16][CH2:17][CH:18]=O)[C:5]=2[CH:4]=[CH:3][CH:2]=1.[C:20]([CH2:22][CH2:23][CH2:24][N:25]1[CH2:30][CH2:29][NH:28][CH2:27][CH2:26]1)#[N:21]. The yield is 0.680. (6) The reactants are Br[CH:2]([C:8]1[CH:13]=[CH:12][CH:11]=[CH:10][CH:9]=1)[C:3]([O:5]CC)=[O:4].[NH2:14][C:15]1[C:16]([CH3:21])=[CH:17][CH:18]=[CH:19][CH:20]=1.CCN(C(C)C)C(C)C.O.[OH-].[Li+].[ClH:34]. The catalyst is C(#N)C.O1CCOCC1.O. The product is [ClH:34].[C:8]1([CH:2]([NH:14][C:15]2[CH:20]=[CH:19][CH:18]=[CH:17][C:16]=2[CH3:21])[C:3]([OH:5])=[O:4])[CH:9]=[CH:10][CH:11]=[CH:12][CH:13]=1. The yield is 0.630.